From a dataset of Catalyst prediction with 721,799 reactions and 888 catalyst types from USPTO. Predict which catalyst facilitates the given reaction. (1) Reactant: COC1C=C(NC2N=CN=C(C3C=CC(OC4CCNCC4)=C(C=3)C#N)N=2)C=CC=1N1CCN(C2COC2)CC1.[OH:41][C@@H:42]([CH3:85])[C:43]([N:45]1[CH2:50][CH2:49][CH:48]([O:51][C:52]2[CH:59]=[CH:58][C:57]([C:60]3[N:65]=[C:64]([NH:66][C:67]4[CH:72]=[CH:71][C:70]([N:73]5[CH2:78][CH2:77][N:76]([CH:79]6[CH2:82][O:81][CH2:80]6)[CH2:75][CH2:74]5)=[C:69]([O:83][CH3:84])[CH:68]=4)[N:63]=[CH:62][N:61]=3)=[CH:56][C:53]=2[C:54]#[N:55])[CH2:47][CH2:46]1)=[O:44].C(N(CC)C(C)C)(C)C.CN(C(ON1N=NC2C=CC=NC1=2)=[N+](C)C)C.F[P-](F)(F)(F)(F)F. Product: [OH:41][C@@H:42]([CH3:85])[C:43]([N:45]1[CH2:46][CH2:47][CH:48]([O:51][C:52]2[CH:59]=[CH:58][C:57]([C:60]3[N:65]=[C:64]([NH:66][C:67]4[CH:72]=[CH:71][C:70]([N:73]5[CH2:74][CH2:75][N:76]([CH:79]6[CH2:82][O:81][CH2:80]6)[CH2:77][CH2:78]5)=[C:69]([O:83][CH3:84])[CH:68]=4)[N:63]=[CH:62][N:61]=3)=[CH:56][C:53]=2[C:54]#[N:55])[CH2:49][CH2:50]1)=[O:44]. The catalyst class is: 9. (2) Reactant: [C:1]1([C:24]2[CH:29]=[CH:28][CH:27]=[CH:26][CH:25]=2)[CH:6]=[CH:5][C:4]([C:7]([N:9]2[CH2:15][C:14]3[CH:16]=[CH:17][CH:18]=[CH:19][C:13]=3[NH:12][C:11]3[CH:20]=[CH:21][CH:22]=[CH:23][C:10]2=3)=[O:8])=[CH:3][CH:2]=1.[H-].[Na+].[CH3:32]N(C)C=O.IC. Product: [C:1]1([C:24]2[CH:29]=[CH:28][CH:27]=[CH:26][CH:25]=2)[CH:2]=[CH:3][C:4]([C:7]([N:9]2[CH:15]=[C:14]3[CH2:16][CH:17]=[CH:18][CH:19]=[C:13]3[N:12]([CH3:32])[C:11]3[CH:20]=[CH:21][CH:22]=[CH:23][C:10]2=3)=[O:8])=[CH:5][CH:6]=1. The catalyst class is: 170. (3) Reactant: CS(O[CH2:6][CH:7]1[CH2:10][CH:9]([NH:11][C:12](=[O:41])[NH:13][C:14]2[CH:19]=[C:18]([CH2:20][N:21]3[C:25]([CH3:27])([CH3:26])[C:24](=[O:28])[N:23]([C:29]4[CH:34]=[CH:33][C:32]([S:35][C:36]([F:39])([F:38])[F:37])=[CH:31][CH:30]=4)[C:22]3=[O:40])[CH:17]=[CH:16][N:15]=2)[CH2:8]1)(=O)=O.[NH:42]1[CH2:46][CH2:45][CH2:44][CH2:43]1. Product: [CH3:27][C:25]1([CH3:26])[N:21]([CH2:20][C:18]2[CH:17]=[CH:16][N:15]=[C:14]([NH:13][C:12]([NH:11][CH:9]3[CH2:8][CH:7]([CH2:6][N:42]4[CH2:46][CH2:45][CH2:44][CH2:43]4)[CH2:10]3)=[O:41])[CH:19]=2)[C:22](=[O:40])[N:23]([C:29]2[CH:34]=[CH:33][C:32]([S:35][C:36]([F:37])([F:39])[F:38])=[CH:31][CH:30]=2)[C:24]1=[O:28]. The catalyst class is: 7. (4) Reactant: [NH2:1][C@:2]([CH3:53])([C:49]([CH3:52])([CH3:51])[CH3:50])[CH2:3][O:4][C@@H:5]1[C@@:12]2([CH3:37])[C@@H:13]3[CH2:14][CH2:15][C@H:16]4[C:25]([C@@:8]3([CH2:9][O:10][CH2:11]2)[CH2:7][C@H:6]1[N:38]1[C:42]([C:43]2[CH:48]=[CH:47][N:46]=[CH:45][CH:44]=2)=[N:41][CH:40]=[N:39]1)=[CH:24][CH2:23][C@:22]1([CH3:26])[C@:17]4([CH3:36])[CH2:18][CH2:19][C@@:20]([C@H:31]([CH3:35])[CH:32]([CH3:34])[CH3:33])([CH3:30])[C@H:21]1[C:27]([OH:29])=[O:28].C(N(CC)CC)C.ClC(Cl)(Cl)[C:63]([N:65]=C=O)=[O:64]. Product: [NH2:65][C:63]([NH:1][C@:2]([CH3:53])([C:49]([CH3:50])([CH3:51])[CH3:52])[CH2:3][O:4][C@@H:5]1[C@@:12]2([CH3:37])[C@@H:13]3[CH2:14][CH2:15][C@H:16]4[C:25]([C@@:8]3([CH2:9][O:10][CH2:11]2)[CH2:7][C@H:6]1[N:38]1[C:42]([C:43]2[CH:44]=[CH:45][N:46]=[CH:47][CH:48]=2)=[N:41][CH:40]=[N:39]1)=[CH:24][CH2:23][C@:22]1([CH3:26])[C@:17]4([CH3:36])[CH2:18][CH2:19][C@@:20]([C@H:31]([CH3:35])[CH:32]([CH3:34])[CH3:33])([CH3:30])[C@H:21]1[C:27]([OH:29])=[O:28])=[O:64]. The catalyst class is: 68.